This data is from Reaction yield outcomes from USPTO patents with 853,638 reactions. The task is: Predict the reaction yield, written as a fraction of the theoretical maximum amount of product (1.0 means a 100% yield; for example, 0.34 means a 34% yield). (1) The reactants are [Cl:1][C:2]1[C:7]2[C:8](=[O:22])[N:9]([CH2:11][C:12]3[CH:17]=[CH:16][C:15]([O:18][CH3:19])=[CH:14][C:13]=3[O:20][CH3:21])[CH2:10][C:6]=2[C:5]([F:23])=[C:4](Cl)[N:3]=1.[NH2:25][C@@H:26]1[CH2:31][CH2:30][CH2:29][CH2:28][C@@H:27]1[NH:32][C:33](=[O:39])[O:34][C:35]([CH3:38])([CH3:37])[CH3:36].C(N(C(C)C)CC)(C)C.O. The catalyst is C(#N)C.CCOC(C)=O. The product is [Cl:1][C:2]1[C:7]2[C:8](=[O:22])[N:9]([CH2:11][C:12]3[CH:17]=[CH:16][C:15]([O:18][CH3:19])=[CH:14][C:13]=3[O:20][CH3:21])[CH2:10][C:6]=2[C:5]([F:23])=[C:4]([NH:25][C@@H:26]2[CH2:31][CH2:30][CH2:29][CH2:28][C@@H:27]2[NH:32][C:33](=[O:39])[O:34][C:35]([CH3:37])([CH3:36])[CH3:38])[N:3]=1. The yield is 0.466. (2) The reactants are [OH:1][C:2]1[C:7]2[C@@:8]3([OH:45])[C@@:21]([O:25][CH3:26])([C@H:22]([OH:24])[CH2:23][C:6]=2[CH:5]=[C:4]([CH3:46])[C:3]=1[C:47](O)=[O:48])[C:20](=[O:27])[C:19]1[C:10](=[CH:11][C:12]2[C:13](=[O:43])[C:14]([NH:30][CH:31]4[C@H:36]([O:37][CH3:38])[C@H:35]([OH:39])[C@@H:34]([O:40][CH3:41])[C@H:33]([CH3:42])[O:32]4)=[CH:15][C:16](=[O:29])[C:17]=2[C:18]=1[OH:28])[C:9]3=[O:44].[CH2:50]([NH2:57])[C:51]1[CH:56]=[CH:55][CH:54]=[CH:53][CH:52]=1.O.ON1C2C=CC=CC=2N=N1. The catalyst is C1COCC1. The product is [CH2:50]([NH:57][C:47]([C:3]1[C:4]([CH3:46])=[CH:5][C:6]2[CH2:23][C@@H:22]([OH:24])[C@:21]3([O:25][CH3:26])[C@@:8]([OH:45])([C:9](=[O:44])[C:10]4[C:19]([C:20]3=[O:27])=[C:18]([OH:28])[C:17]3[C:16](=[O:29])[CH:15]=[C:14]([NH:30][CH:31]5[C@H:36]([O:37][CH3:38])[C@H:35]([OH:39])[C@@H:34]([O:40][CH3:41])[C@H:33]([CH3:42])[O:32]5)[C:13](=[O:43])[C:12]=3[CH:11]=4)[C:7]=2[C:2]=1[OH:1])=[O:48])[C:51]1[CH:56]=[CH:55][CH:54]=[CH:53][CH:52]=1. The yield is 0.330. (3) The reactants are Br[C:2]1[CH:11]=[N:10][CH:9]=[C:8]2[C:3]=1[CH:4]=[C:5]([C:12]([NH2:14])=[O:13])[CH:6]=[N:7]2.[Cl:15][C:16]1[CH:21]=[C:20]([Cl:22])[CH:19]=[CH:18][C:17]=1B(O)O.C(=O)([O-])[O-].[Cs+].[Cs+]. The catalyst is O1CCOCC1.O.C1(P([C-]2C=CC=C2)C2C=CC=CC=2)C=CC=CC=1.[C-]1(P(C2C=CC=CC=2)C2C=CC=CC=2)C=CC=C1.[Fe+2].[Pd](Cl)Cl. The product is [Cl:15][C:16]1[CH:21]=[C:20]([Cl:22])[CH:19]=[CH:18][C:17]=1[C:2]1[CH:11]=[N:10][CH:9]=[C:8]2[C:3]=1[CH:4]=[C:5]([C:12]([NH2:14])=[O:13])[CH:6]=[N:7]2. The yield is 0.900. (4) The reactants are [C:1]([C:3]1[CH:4]=[C:5]2[C:9](=[CH:10][CH:11]=1)[CH2:8][N:7](C(OC(C)(C)C)=O)[CH2:6]2)#[N:2]. The catalyst is C(O)(C(F)(F)F)=O.C(Cl)Cl. The product is [CH2:8]1[C:9]2[C:5](=[CH:4][C:3]([C:1]#[N:2])=[CH:11][CH:10]=2)[CH2:6][NH:7]1. The yield is 0.999. (5) The reactants are [H-].[Na+].[C:3](=[O:8])([O:6][CH3:7])OC.[CH3:9][C:10]1([CH3:17])[CH2:15][CH2:14][CH2:13][C:12](=[O:16])[CH2:11]1.[Cl-].[NH4+]. The catalyst is C1COCC1. The product is [CH3:9][C:10]1([CH3:17])[CH2:15][CH2:14][CH:13]([C:3]([O:6][CH3:7])=[O:8])[C:12](=[O:16])[CH2:11]1. The yield is 0.810.